Dataset: Full USPTO retrosynthesis dataset with 1.9M reactions from patents (1976-2016). Task: Predict the reactants needed to synthesize the given product. (1) Given the product [F:8][C:5]1[CH:6]=[CH:7][C:2]2[N:3]([CH:10]=[CH:11][N:1]=2)[CH:4]=1, predict the reactants needed to synthesize it. The reactants are: [NH2:1][C:2]1[CH:7]=[CH:6][C:5]([F:8])=[CH:4][N:3]=1.Cl[CH2:10][CH:11]=O.O. (2) The reactants are: Br[C:2]1[S:3][CH:4]=[C:5]([C:7]2[CH:12]=[CH:11][C:10]([NH:13][S:14]([C:17]([F:20])([F:19])[F:18])(=[O:16])=[O:15])=[CH:9][C:8]=2[Cl:21])[N:6]=1.[CH3:22][O:23][C:24]1[CH:25]=[C:26](B(O)O)[CH:27]=[CH:28][C:29]=1[O:30][CH3:31].C(=O)([O-])[O-].[Cs+].[Cs+].CN(C)C=O. Given the product [Cl:21][C:8]1[CH:9]=[C:10]([NH:13][S:14]([C:17]([F:20])([F:19])[F:18])(=[O:16])=[O:15])[CH:11]=[CH:12][C:7]=1[C:5]1[N:6]=[C:2]([C:27]2[CH:26]=[CH:25][C:24]([O:23][CH3:22])=[C:29]([O:30][CH3:31])[CH:28]=2)[S:3][CH:4]=1, predict the reactants needed to synthesize it. (3) Given the product [CH3:1][O:2][C:3]([C:5]1([C:8]2[CH:9]=[CH:10][C:11]([C:44]3[CH:45]=[CH:46][C:41]([N:36]4[C:35]([NH:34][C:33]([O:32][C@H:23]5[C:31]6[C:26](=[CH:27][CH:28]=[CH:29][CH:30]=6)[CH2:25][CH2:24]5)=[O:48])=[C:39]([CH3:40])[N:38]=[N:37]4)=[CH:42][CH:43]=3)=[CH:12][CH:13]=2)[CH2:6][CH2:7]1)=[O:4], predict the reactants needed to synthesize it. The reactants are: [CH3:1][O:2][C:3]([C:5]1([C:8]2[CH:13]=[CH:12][C:11](B3OC(C)(C)C(C)(C)O3)=[CH:10][CH:9]=2)[CH2:7][CH2:6]1)=[O:4].[C@H:23]1([O:32][C:33](=[O:48])[NH:34][C:35]2[N:36]([C:41]3[CH:46]=[CH:45][C:44](Br)=[CH:43][CH:42]=3)[N:37]=[N:38][C:39]=2[CH3:40])[C:31]2[C:26](=[CH:27][CH:28]=[CH:29][CH:30]=2)[CH2:25][CH2:24]1.P([O-])([O-])([O-])=O.[K+].[K+].[K+].COC1C=CC=C(OC)C=1C1C=CC=CC=1P(C1CCCCC1)C1CCCCC1. (4) Given the product [OH:48][CH2:47][CH2:46][CH2:45][NH:44][C:39]([C:38]1[C:30]([NH:29][C:26]2[CH:27]=[CH:28][C:23]([Br:22])=[CH:24][C:25]=2[F:43])=[CH:31][C:32](=[O:42])[N:33]2[C:37]=1[CH2:36][CH2:35][CH2:34]2)=[O:41], predict the reactants needed to synthesize it. The reactants are: CCN=C=NCCCN(C)C.C1C=CC2N(O)N=NC=2C=1.[Br:22][C:23]1[CH:28]=[CH:27][C:26]([NH:29][C:30]2[C:38]([C:39]([OH:41])=O)=[C:37]3[N:33]([CH2:34][CH2:35][CH2:36]3)[C:32](=[O:42])[CH:31]=2)=[C:25]([F:43])[CH:24]=1.[NH2:44][CH2:45][CH2:46][CH2:47][OH:48]. (5) The reactants are: [CH:1]1([C:7]2[C:15]3[C:10](=[CH:11][C:12]([C:16]([O:18][CH3:19])=[O:17])=[CH:13][CH:14]=3)[NH:9][C:8]=2[C:20]2[CH:25]=[CH:24][CH:23]=[CH:22][C:21]=2[OH:26])[CH2:6][CH2:5][CH2:4][CH2:3][CH2:2]1.C([O-])([O-])=O.[K+].[K+].[CH2:33](Br)[CH:34]=[CH2:35]. Given the product [CH2:35]([O:26][C:21]1[CH:22]=[CH:23][CH:24]=[CH:25][C:20]=1[C:8]1[NH:9][C:10]2[C:15]([C:7]=1[CH:1]1[CH2:6][CH2:5][CH2:4][CH2:3][CH2:2]1)=[CH:14][CH:13]=[C:12]([C:16]([O:18][CH3:19])=[O:17])[CH:11]=2)[CH:34]=[CH2:33], predict the reactants needed to synthesize it.